From a dataset of Experimentally validated miRNA-target interactions with 360,000+ pairs, plus equal number of negative samples. Binary Classification. Given a miRNA mature sequence and a target amino acid sequence, predict their likelihood of interaction. (1) The miRNA is hsa-miR-450a-2-3p with sequence AUUGGGGACAUUUUGCAUUCAU. The protein sequence of the target gene is MAVMAPRTLLLLLSGALALTQTWAGSHSMRYFFTSVSRPGRGEPRFIAVGYVDDTQFVRFDSDAASQRMEPRAPWIEQEGPEYWDQETRNVKAQSQTDRVDLGTLRGYYNQSEAGSHTIQIMYGCDVGSDGRFLRGYRQDAYDGKDYIALNEDLRSWTAADMAAQITKRKWEAAHEAEQLRAYLDGTCVEWLRRYLENGKETLQRTDPPKTHMTHHPISDHEATLRCWALGFYPAEITLTWQRDGEDQTQDTELVETRPAGDGTFQKWAAVVVPSGEEQRYTCHVQHEGLPKPLTLRWEL.... Result: 1 (interaction). (2) Result: 1 (interaction). The miRNA is hsa-miR-6892-3p with sequence UCCCUCUCCCACCCCUUGCAG. The protein sequence of the target gene is MAAPASVMGPLGPSALGLLLLLLVVAPPRVAALVHRQPENQGISLTGSVACGRPSMEGKILGGVPAPERKWPWQVSVHYAGLHVCGGSILNEYWVLSAAHCFHRDKNIKIYDMYVGLVNLRVAGNHTQWYEVNRVILHPTYEMYHPIGGDVALVQLKTRIVFSESVLPVCLATPEVNLTSANCWATGWGLVSKQGETSDELQEMQLPLILEPWCHLLYGHMSYIMPDMLCAGDILNAKTVCEGDSGGPLVCEFNRSWLQIGIVSWGRGCSNPLYPGVYASVSYFSKWICDNIEITPTPAQ....